From a dataset of Peptide-MHC class II binding affinity with 134,281 pairs from IEDB. Regression. Given a peptide amino acid sequence and an MHC pseudo amino acid sequence, predict their binding affinity value. This is MHC class II binding data. (1) The peptide sequence is KALWIIFSQNMNIKL. The MHC is HLA-DQA10501-DQB10301 with pseudo-sequence HLA-DQA10501-DQB10301. The binding affinity (normalized) is 0.373. (2) The peptide sequence is LIGNGGAGGAGGVGA. The MHC is HLA-DQA10201-DQB10202 with pseudo-sequence HLA-DQA10201-DQB10202. The binding affinity (normalized) is 0.0873. (3) The peptide sequence is GELELQFRRVKCKYP. The MHC is HLA-DPA10301-DPB10402 with pseudo-sequence HLA-DPA10301-DPB10402. The binding affinity (normalized) is 0.174. (4) The peptide sequence is RVLDTVEKWLACGVD. The binding affinity (normalized) is 0. The MHC is HLA-DQA10103-DQB10603 with pseudo-sequence HLA-DQA10103-DQB10603. (5) The peptide sequence is KELKGAYVYFASDAS. The MHC is HLA-DQA10501-DQB10301 with pseudo-sequence HLA-DQA10501-DQB10301. The binding affinity (normalized) is 0.711. (6) The peptide sequence is PRGGPGRSYAADAGY. The MHC is HLA-DPA10201-DPB11401 with pseudo-sequence HLA-DPA10201-DPB11401. The binding affinity (normalized) is 0. (7) The binding affinity (normalized) is 0.274. The MHC is HLA-DPA10103-DPB10401 with pseudo-sequence HLA-DPA10103-DPB10401. The peptide sequence is DHTNFKYNYSVIEGG.